From a dataset of Catalyst prediction with 721,799 reactions and 888 catalyst types from USPTO. Predict which catalyst facilitates the given reaction. (1) Reactant: O[CH2:2][O:3][C:4](=[O:11])[C:5]1[CH:10]=[CH:9][CH:8]=[CH:7][CH:6]=1.B(F)(F)F.[CH3:16][CH2:17][O:18][CH2:19]C.C(OCC)(=[O:23])C. Product: [CH3:2][O:3][C:4](=[O:11])[C:5]1[CH:10]=[CH:9][C:8]([CH2:19][O:18][CH2:17][CH2:16][OH:23])=[CH:7][CH:6]=1. The catalyst class is: 4. (2) Reactant: I[C:2]1[CH:7]=[CH:6][C:5]([C:8]2[S:9][C:10]([C:14](=[O:16])[CH3:15])=[C:11]([CH3:13])[N:12]=2)=[CH:4][CH:3]=1.[CH:17]1[CH2:22][CH2:21][CH2:20][CH2:19][CH:18]=1.C(N(CC)CC)C. Product: [C:17]1([C:2]2[CH:7]=[CH:6][C:5]([C:8]3[S:9][C:10]([C:14](=[O:16])[CH3:15])=[C:11]([CH3:13])[N:12]=3)=[CH:4][CH:3]=2)[CH2:22][CH2:21][CH2:20][CH2:19][CH:18]=1. The catalyst class is: 416. (3) Reactant: N(C(OC(C)C)=O)=NC(OC(C)C)=O.[CH3:15][CH2:16][CH:17](O)[CH2:18][CH2:19][CH2:20][CH2:21][CH2:22][CH3:23].[Cl:25][C:26]1[N:34]=[CH:33][N:32]=[C:31]2[C:27]=1[N:28]=[CH:29][NH:30]2.C1(P(C2C=CC=CC=2)C2C=CC=CC=2)C=CC=CC=1. Product: [Cl:25][C:26]1[N:34]=[CH:33][N:32]=[C:31]2[C:27]=1[N:28]=[CH:29][N:30]2[CH:17]([CH2:18][CH2:19][CH2:20][CH2:21][CH2:22][CH3:23])[CH2:16][CH3:15]. The catalyst class is: 7. (4) Reactant: [CH3:1][CH:2]1[N:7]2[C:8]3[CH:9]=[C:10]([C:15]([OH:17])=O)[CH:11]=[CH:12][C:13]=3[CH:14]=[C:6]2[C:5](=[O:18])[NH:4][CH2:3]1.CN(C(ON1N=[N:34][C:29]2[CH:30]=[CH:31][CH:32]=[N:33][C:28]1=2)=[N+](C)C)C.F[P-](F)(F)(F)(F)F.C1C=NC2N(O)N=NC=2C=1.C(N(C(C)C)CC)(C)C.NC1C=NC=CC=1. Product: [N:33]1[CH:32]=[CH:31][CH:30]=[C:29]([NH:34][C:15]([C:10]2[CH:11]=[CH:12][C:13]3[CH:14]=[C:6]4[C:5](=[O:18])[NH:4][CH2:3][CH:2]([CH3:1])[N:7]4[C:8]=3[CH:9]=2)=[O:17])[CH:28]=1. The catalyst class is: 3. (5) Reactant: [CH2:1]([O:3][C:4](=[O:31])/[CH:5]=[CH:6]/[CH:7]=[CH:8]/[CH:9]1[CH2:14][CH2:13][N:12]([S:15]([C:18]2([C:24]([O:26][C:27]([CH3:30])([CH3:29])[CH3:28])=[O:25])[CH2:23][CH2:22][O:21][CH2:20][CH2:19]2)(=[O:17])=[O:16])[CH2:11][CH2:10]1)[CH3:2]. Product: [CH2:1]([O:3][C:4](=[O:31])[CH2:5][CH2:6][CH2:7][CH2:8][CH:9]1[CH2:14][CH2:13][N:12]([S:15]([C:18]2([C:24]([O:26][C:27]([CH3:30])([CH3:29])[CH3:28])=[O:25])[CH2:19][CH2:20][O:21][CH2:22][CH2:23]2)(=[O:17])=[O:16])[CH2:11][CH2:10]1)[CH3:2]. The catalyst class is: 78. (6) Reactant: [N+]([O-])(O)=O.[N+:5]([C:8]1[CH:9]=[C:10]2[C:14](=[CH:15][CH:16]=1)[CH2:13][NH:12][CH2:11]2)([O-:7])=[O:6].C(N(CC)CC)C.[C:24](O[C:24]([O:26][C:27]([CH3:30])([CH3:29])[CH3:28])=[O:25])([O:26][C:27]([CH3:30])([CH3:29])[CH3:28])=[O:25]. Product: [C:27]([O:26][C:24]([N:12]1[CH2:11][C:10]2[C:14](=[CH:15][CH:16]=[C:8]([N+:5]([O-:7])=[O:6])[CH:9]=2)[CH2:13]1)=[O:25])([CH3:30])([CH3:29])[CH3:28]. The catalyst class is: 4. (7) Reactant: [F:1][C:2]1[CH:7]=[CH:6][C:5]([NH:8][S:9]([C:12]2[CH:17]=[CH:16][CH:15]=[CH:14][CH:13]=2)(=[O:11])=[O:10])=[CH:4][C:3]=1[N+:18]([O-:20])=[O:19].[H-].[Na+].[CH3:23]I. Product: [F:1][C:2]1[CH:7]=[CH:6][C:5]([N:8]([CH3:23])[S:9]([C:12]2[CH:17]=[CH:16][CH:15]=[CH:14][CH:13]=2)(=[O:10])=[O:11])=[CH:4][C:3]=1[N+:18]([O-:20])=[O:19]. The catalyst class is: 3. (8) Reactant: [NH2:1][C:2]1[CH:3]=[C:4]([CH:18]=[CH:19][C:20]=1[NH2:21])[C:5]([NH:7][C:8]1[CH:13]=[CH:12][C:11]([C:14]([CH3:17])([CH3:16])[CH3:15])=[CH:10][CH:9]=1)=[O:6].[CH3:22][O:23][C:24](=[O:37])[CH2:25][CH2:26][C:27]1[CH:32]=[C:31]([CH3:33])[C:30]([CH:34]=O)=[C:29]([CH3:36])[CH:28]=1.OOS([O-])=O.[K+].CN(C=O)C. Product: [CH3:22][O:23][C:24](=[O:37])[CH2:25][CH2:26][C:27]1[CH:32]=[C:31]([CH3:33])[C:30]([C:34]2[NH:1][C:2]3[CH:3]=[C:4]([C:5](=[O:6])[NH:7][C:8]4[CH:13]=[CH:12][C:11]([C:14]([CH3:17])([CH3:16])[CH3:15])=[CH:10][CH:9]=4)[CH:18]=[CH:19][C:20]=3[N:21]=2)=[C:29]([CH3:36])[CH:28]=1. The catalyst class is: 13. (9) Reactant: [CH3:1][O:2][C:3]1[CH:8]=[CH:7][C:6]([OH:9])=[CH:5][CH:4]=1.[Cl-].[Mg+2].[Cl-].C(N(CC)CC)C.[CH2:20]=[O:21]. Product: [OH:9][C:6]1[CH:7]=[CH:8][C:3]([O:2][CH3:1])=[CH:4][C:5]=1[CH:20]=[O:21]. The catalyst class is: 10.